This data is from HIV replication inhibition screening data with 41,000+ compounds from the AIDS Antiviral Screen. The task is: Binary Classification. Given a drug SMILES string, predict its activity (active/inactive) in a high-throughput screening assay against a specified biological target. The compound is CCN(CC)CCNc1ccc([N+](=O)[O-])c2[nH]c3ccc(OC)cc3c(=N)c12. The result is 0 (inactive).